This data is from Full USPTO retrosynthesis dataset with 1.9M reactions from patents (1976-2016). The task is: Predict the reactants needed to synthesize the given product. (1) Given the product [C:6]1([C:5]2[O:22][C:15]([CH2:16][CH2:17][C:18]([O:20][CH3:21])=[O:19])=[N:14][N:13]=2)[CH:7]=[CH:8][CH:9]=[CH:10][CH:11]=1, predict the reactants needed to synthesize it. The reactants are: S(Cl)(Cl)=O.[C:5]([NH:13][NH:14][C:15](=[O:22])[CH2:16][CH2:17][C:18]([O:20][CH3:21])=[O:19])(=O)[C:6]1[CH:11]=[CH:10][CH:9]=[CH:8][CH:7]=1.N1C=CC=CC=1. (2) Given the product [NH2:11][C:10]1[C:9]([Cl:16])=[CH:8][C:7]([CH:24]=[O:25])=[C:13]([O:14][CH3:15])[CH:12]=1, predict the reactants needed to synthesize it. The reactants are: C([Mg]Cl)(C)C.Br[C:7]1[C:13]([O:14][CH3:15])=[CH:12][C:10]([NH2:11])=[C:9]([Cl:16])[CH:8]=1.C([Li])CCC.CN(C)[CH:24]=[O:25].C(O)(=O)CC(CC(O)=O)(C(O)=O)O. (3) Given the product [NH2:2][C@@H:3]([CH2:33][CH3:34])[C:4]([NH:6][C@@H:7]1[C:13](=[O:14])[N:12]([CH2:15][C:16]2[C:25]3[C:20](=[CH:21][C:22]([Br:26])=[CH:23][CH:24]=3)[CH:19]=[CH:18][C:17]=2[O:27][CH3:28])[C:11]2[CH:29]=[CH:30][CH:31]=[CH:32][C:10]=2[CH2:9][CH2:8]1)=[O:5], predict the reactants needed to synthesize it. The reactants are: Cl.[NH2:2][C@@H:3]([CH2:33][CH3:34])[C:4]([NH:6][C@@H:7]1[C:13](=[O:14])[N:12]([CH2:15][C:16]2[C:25]3[C:20](=[CH:21][C:22]([Br:26])=[CH:23][CH:24]=3)[CH:19]=[CH:18][C:17]=2[O:27][CH3:28])[C:11]2[CH:29]=[CH:30][CH:31]=[CH:32][C:10]=2[CH2:9][CH2:8]1)=[O:5].[OH-].[Na+]. (4) Given the product [CH:7]([N:11]1[CH:4]=[CH:5][N:6]=[C:2]1[SH:1])([CH2:9][CH3:10])[CH3:8], predict the reactants needed to synthesize it. The reactants are: [SH:1][C:2]1O[CH:4]=[CH:5][N:6]=1.[CH:7]([NH2:11])([CH2:9][CH3:10])[CH3:8]. (5) Given the product [CH2:45]([N:47]([CH2:51][CH3:52])[C:48](=[O:42])[O:49][C:2]1[C:3]([C:23]2[CH:24]=[CH:25][C:26]([C:29]3[CH:30]=[N:31][C:32]([C:35](=[O:38])[NH:36][CH3:37])=[CH:33][CH:34]=3)=[CH:27][CH:28]=2)=[N:4][N:5]([CH3:22])[C:6]=1[C:7]1[NH:8][C:9]2=[CH:17][C:16]3[CH2:15][NH:14][CH2:13][C:12]=3[CH:11]=[C:10]2[N:21]=1)[CH3:46], predict the reactants needed to synthesize it. The reactants are: O[C:2]1[C:3]([C:23]2[CH:28]=[CH:27][C:26]([C:29]3[CH:30]=[N:31][C:32]([C:35](=[O:38])[NH:36][CH3:37])=[CH:33][CH:34]=3)=[CH:25][CH:24]=2)=[N:4][N:5]([CH3:22])[C:6]=1[C:7]1[NH:21][C:10]2=[CH:11][C:12]3[CH2:13][N:14](C([O-])=O)[CH2:15][C:16]=3[CH:17]=[C:9]2[N:8]=1.CC(C)([O-:42])C.[K+].[CH2:45]([N:47]([CH2:51][CH3:52])[C:48](Cl)=[O:49])[CH3:46]. (6) Given the product [CH2:16]([O:15][C:13]([N:10]1[CH2:11][CH2:12][C:7]([NH2:5])([C:1]#[N:2])[CH2:8][CH2:9]1)=[O:14])[C:17]1[CH:22]=[CH:21][CH:20]=[CH:19][CH:18]=1, predict the reactants needed to synthesize it. The reactants are: [C-:1]#[N:2].[Na+].[Cl-].[NH4+:5].O=[C:7]1[CH2:12][CH2:11][N:10]([C:13]([O:15][CH2:16][C:17]2[CH:22]=[CH:21][CH:20]=[CH:19][CH:18]=2)=[O:14])[CH2:9][CH2:8]1.CO. (7) Given the product [Cl:1][C:2]1[N:7]=[C:6]([S:41]([CH3:29])(=[O:43])=[O:40])[N:5]=[C:4]([N:10]2[C@H:15]([C:16]([F:18])([F:19])[F:17])[CH2:14][CH2:13][C@H:12]([C:20]([NH:22][CH:23]3[CH2:28][CH2:27][CH2:26][CH2:25][CH2:24]3)=[O:21])[CH2:11]2)[CH:3]=1, predict the reactants needed to synthesize it. The reactants are: [Cl:1][C:2]1[N:7]=[C:6](SC)[N:5]=[C:4]([N:10]2[C@H:15]([C:16]([F:19])([F:18])[F:17])[CH2:14][CH2:13][C@H:12]([C:20]([NH:22][CH:23]3[CH2:28][CH2:27][CH2:26][CH2:25][CH2:24]3)=[O:21])[CH2:11]2)[CH:3]=1.[CH:29]1C=C(Cl)C=C(C(OO)=O)C=1.[O-:40][S:41]([O-:43])=O.[Na+].[Na+].C([O-])(O)=O.[Na+].